Dataset: Forward reaction prediction with 1.9M reactions from USPTO patents (1976-2016). Task: Predict the product of the given reaction. (1) Given the reactants CC1(C)C(C)(C)OB([C:9]2[CH:14]=[CH:13][C:12]([C:15]([F:18])([F:17])[F:16])=[CH:11][CH:10]=2)O1.Br[C:21]1[CH:22]=[C:23]([CH:26]=[C:27]([F:29])[CH:28]=1)[C:24]#[N:25].C(=O)([O-])[O-].[K+].[K+].O, predict the reaction product. The product is: [F:29][C:27]1[CH:26]=[C:23]([C:24]#[N:25])[CH:22]=[C:21]([C:9]2[CH:10]=[CH:11][C:12]([C:15]([F:16])([F:17])[F:18])=[CH:13][CH:14]=2)[CH:28]=1. (2) Given the reactants [CH:1]1([C:5]([OH:7])=[O:6])[CH2:4][CH2:3][CH2:2]1.[CH2:8](Br)[CH3:9], predict the reaction product. The product is: [CH2:8]([C:1]1([C:5]([OH:7])=[O:6])[CH2:4][CH2:3][CH2:2]1)[CH3:9]. (3) Given the reactants [N:1]1[CH:6]=[CH:5][C:4]([C@@H:7]2[NH:11][CH:10]([C:12]([OH:14])=[O:13])[CH2:9][S:8]2)=[CH:3][CH:2]=1.CCN(C(C)C)C(C)C.Cl[C:25]([O:27][CH2:28][C:29]1[CH:34]=[CH:33][CH:32]=[CH:31][CH:30]=1)=[O:26], predict the reaction product. The product is: [CH2:28]([O:27][C:25]([N:11]1[CH:10]([C:12]([OH:14])=[O:13])[CH2:9][S:8][C@@H:7]1[C:4]1[CH:3]=[CH:2][N:1]=[CH:6][CH:5]=1)=[O:26])[C:29]1[CH:34]=[CH:33][CH:32]=[CH:31][CH:30]=1. (4) Given the reactants [Cl:1][C:2]1[C:7]([C:8]2[CH:9]=[C:10]3[C:14](=[CH:15][CH:16]=2)[NH:13][N:12]=[CH:11]3)=[CH:6][CH:5]=[CH:4][N:3]=1.Br[C:18]1C=C2C(=CC=1C)N(C(OC(C)(C)C)=O)N=C2.ClC1C(B2OC(C)(C)C(C)(C)O2)=CC=CN=1.C([O-])([O-])=O.[Na+].[Na+], predict the reaction product. The product is: [Cl:1][C:2]1[C:7]([C:8]2[CH:9]=[C:10]3[C:14](=[CH:15][C:16]=2[CH3:18])[NH:13][N:12]=[CH:11]3)=[CH:6][CH:5]=[CH:4][N:3]=1. (5) Given the reactants Cl[C:2]1[N:3]=[N:4][C:5]([C:8]2[CH:13]=[CH:12][CH:11]=[C:10]([C:14]3[N:19]=[N:18][C:17](Cl)=[CH:16][CH:15]=3)[N:9]=2)=[CH:6][CH:7]=1, predict the reaction product. The product is: [N:18]1[CH:17]=[CH:16][CH:15]=[C:14]([C:10]2[CH:11]=[CH:12][CH:13]=[C:8]([C:5]3[N:4]=[N:3][CH:2]=[CH:7][CH:6]=3)[N:9]=2)[N:19]=1. (6) Given the reactants [Cl:1][C:2]1[CH:7]=[CH:6][C:5]([S:8][C:9]2[C:17]3[C:12](=[CH:13][CH:14]=[C:15]([C:18]([OH:20])=[O:19])[CH:16]=3)[NH:11][C:10]=2[CH3:21])=[CH:4][CH:3]=1.[CH3:22][Si](Cl)(C)C, predict the reaction product. The product is: [Cl:1][C:2]1[CH:3]=[CH:4][C:5]([S:8][C:9]2[C:17]3[C:12](=[CH:13][CH:14]=[C:15]([C:18]([O:20][CH3:22])=[O:19])[CH:16]=3)[NH:11][C:10]=2[CH3:21])=[CH:6][CH:7]=1. (7) Given the reactants [F:1][C:2]1[CH:7]=[C:6]([F:8])[CH:5]=[CH:4][C:3]=1[C:9]1[NH:13][C:12]([C:14]([CH3:18])([CH3:17])[CH2:15][OH:16])=[N:11][C:10]=1[C:19]1[N:24]=[C:23]2[O:25][C:26]([NH:28][C@@H:29]([CH3:34])[CH2:30][CH2:31][O:32][CH3:33])=[N:27][C:22]2=[CH:21][CH:20]=1.[ClH:35].O1CCOCC1, predict the reaction product. The product is: [ClH:35].[F:1][C:2]1[CH:7]=[C:6]([F:8])[CH:5]=[CH:4][C:3]=1[C:9]1[NH:13][C:12]([C:14]([CH3:18])([CH3:17])[CH2:15][OH:16])=[N:11][C:10]=1[C:19]1[N:24]=[C:23]2[O:25][C:26]([NH:28][C@@H:29]([CH3:34])[CH2:30][CH2:31][O:32][CH3:33])=[N:27][C:22]2=[CH:21][CH:20]=1. (8) Given the reactants [Cl:1][C:2]1[CH:22]=[C:21]([CH:23]=[CH2:24])[CH:20]=[CH:19][C:3]=1[C:4]([NH:6][C:7]1[CH:8]=[CH:9][C:10]2[C:14]([CH3:16])([CH3:15])[O:13][B:12]([OH:17])[C:11]=2[CH:18]=1)=[O:5].[C:25]([Sn](CCCC)(CCCC)CCCC)(C)=C, predict the reaction product. The product is: [Cl:1][C:2]1[CH:22]=[C:21]([C:23]([CH3:25])=[CH2:24])[CH:20]=[CH:19][C:3]=1[C:4]([NH:6][C:7]1[CH:8]=[CH:9][C:10]2[C:14]([CH3:16])([CH3:15])[O:13][B:12]([OH:17])[C:11]=2[CH:18]=1)=[O:5].